Task: Predict the product of the given reaction.. Dataset: Forward reaction prediction with 1.9M reactions from USPTO patents (1976-2016) (1) Given the reactants C(OC([NH:11][C:12]1[C:13]([C:23]([NH:25][C:26]2[CH:27]=[N:28][CH:29]=[CH:30][C:31]=2[N:32]2[CH2:37][CH2:36][CH2:35][C@H:34]([NH:38]C(=O)OCC3C=CC=CC=3)[CH2:33]2)=[O:24])=[N:14][C:15]2[C:20]([CH:21]=1)=[CH:19][CH:18]=[C:17](Br)[CH:16]=2)=O)C1C=CC=CC=1, predict the reaction product. The product is: [NH2:11][C:12]1[C:13]([C:23]([NH:25][C:26]2[CH:27]=[N:28][CH:29]=[CH:30][C:31]=2[N:32]2[CH2:37][CH2:36][CH2:35][C@H:34]([NH2:38])[CH2:33]2)=[O:24])=[N:14][C:15]2[C:20]([CH:21]=1)=[CH:19][CH:18]=[CH:17][CH:16]=2. (2) Given the reactants [CH2:1]([O:3][C:4]1[CH:5]=[C:6]([O:17][CH:18]2[CH2:23][CH2:22][N:21]([CH3:24])[CH2:20][CH2:19]2)[C:7]([F:16])=[C:8]([CH:10]([O:14][CH3:15])[C:11]([OH:13])=O)[CH:9]=1)[CH3:2].[NH2:25][CH2:26][C:27]1[CH:34]=[CH:33][C:30]([C:31]#[N:32])=[CH:29][CH:28]=1, predict the reaction product. The product is: [C:26]([C:27]1[CH:34]=[CH:33][C:30]([CH2:31][NH:32][C:11](=[O:13])[CH:10]([C:8]2[CH:9]=[C:4]([O:3][CH2:1][CH3:2])[CH:5]=[C:6]([O:17][CH:18]3[CH2:23][CH2:22][N:21]([CH3:24])[CH2:20][CH2:19]3)[C:7]=2[F:16])[O:14][CH3:15])=[CH:29][CH:28]=1)#[N:25]. (3) Given the reactants BrC1C=CC(OC)=C([N+]([O-])=O)C=1.C[Sn](C)(C)[C:15]1[CH:19]=[CH:18][S:17][CH:16]=1.[CH3:22][O:23][C:24]1[C:29]2[N:30]=[C:31]([NH:33][C:34]([N:36]3[CH2:41][CH2:40][O:39][CH2:38][CH2:37]3)=[O:35])[S:32][C:28]=2[C:27](C2C=CC=CC=2)=[CH:26][CH:25]=1, predict the reaction product. The product is: [CH3:22][O:23][C:24]1[C:29]2[N:30]=[C:31]([NH:33][C:34]([N:36]3[CH2:41][CH2:40][O:39][CH2:38][CH2:37]3)=[O:35])[S:32][C:28]=2[C:27]([C:15]2[CH:19]=[CH:18][S:17][CH:16]=2)=[CH:26][CH:25]=1. (4) Given the reactants [Cl:1][CH2:2][C@H:3]1[C:11]2[C:10]3[CH:12]=[CH:13][CH:14]=[CH:15][C:9]=3[C:8]([O:16][CH2:17][C:18]3[CH:23]=[CH:22][C:21]([NH:24][C:25](=[O:56])[C@@H:26]([NH:34][C:35](=[O:55])[C@@H:36]([NH:40][C:41](=[O:54])[CH2:42][CH2:43][CH2:44][CH2:45][CH2:46][N:47]4[C:51](=[O:52])[CH:50]=[CH:49][C:48]4=[O:53])[CH:37]([CH3:39])[CH3:38])[CH2:27][CH2:28][CH2:29][NH:30][C:31]([NH2:33])=[O:32])=[CH:20][CH:19]=3)=[CH:7][C:6]=2[N:5](C(OC(C)(C)C)=O)[CH2:4]1.C(O)(C(F)(F)F)=O.C(OCC)(=O)C.N, predict the reaction product. The product is: [Cl:1][CH2:2][C@H:3]1[C:11]2[C:10]3[CH:12]=[CH:13][CH:14]=[CH:15][C:9]=3[C:8]([O:16][CH2:17][C:18]3[CH:19]=[CH:20][C:21]([NH:24][C:25](=[O:56])[C@@H:26]([NH:34][C:35](=[O:55])[C@@H:36]([NH:40][C:41](=[O:54])[CH2:42][CH2:43][CH2:44][CH2:45][CH2:46][N:47]4[C:51](=[O:52])[CH:50]=[CH:49][C:48]4=[O:53])[CH:37]([CH3:39])[CH3:38])[CH2:27][CH2:28][CH2:29][NH:30][C:31]([NH2:33])=[O:32])=[CH:22][CH:23]=3)=[CH:7][C:6]=2[NH:5][CH2:4]1.